The task is: Regression. Given a peptide amino acid sequence and an MHC pseudo amino acid sequence, predict their binding affinity value. This is MHC class II binding data.. This data is from Peptide-MHC class II binding affinity with 134,281 pairs from IEDB. (1) The peptide sequence is NVWERHYLAGEMTLM. The MHC is HLA-DPA10201-DPB11401 with pseudo-sequence HLA-DPA10201-DPB11401. The binding affinity (normalized) is 0.308. (2) The peptide sequence is CSGEPVVVHITDDNE. The MHC is HLA-DQA10501-DQB10201 with pseudo-sequence HLA-DQA10501-DQB10201. The binding affinity (normalized) is 0.441. (3) The peptide sequence is RVGNETGLELTLTNT. The MHC is DRB1_0101 with pseudo-sequence DRB1_0101. The binding affinity (normalized) is 0.209. (4) The binding affinity (normalized) is 0.0882. The MHC is HLA-DPA10301-DPB10402 with pseudo-sequence HLA-DPA10301-DPB10402. The peptide sequence is AVVGLSMAASSALTL. (5) The peptide sequence is STIFPFRRLFMVAEV. The MHC is HLA-DPA10201-DPB10101 with pseudo-sequence HLA-DPA10201-DPB10101. The binding affinity (normalized) is 0.229. (6) The peptide sequence is DGTYDITKLGAKPDG. The binding affinity (normalized) is 0. The MHC is DRB1_1501 with pseudo-sequence DRB1_1501.